The task is: Predict which catalyst facilitates the given reaction.. This data is from Catalyst prediction with 721,799 reactions and 888 catalyst types from USPTO. Reactant: [ClH:1].O1CCOCC1.C(OC(=O)[NH:14][C:15]1[CH:16]=[N:17][CH:18]=[C:19]([C:21]2[N:22]([CH3:26])[CH:23]=[CH:24][CH:25]=2)[CH:20]=1)(C)(C)C. Product: [ClH:1].[CH3:26][N:22]1[CH:23]=[CH:24][CH:25]=[C:21]1[C:19]1[CH:20]=[C:15]([NH2:14])[CH:16]=[N:17][CH:18]=1. The catalyst class is: 13.